From a dataset of Reaction yield outcomes from USPTO patents with 853,638 reactions. Predict the reaction yield, written as a fraction of the theoretical maximum amount of product (1.0 means a 100% yield; for example, 0.34 means a 34% yield). (1) The reactants are [CH2:1]([O:3][C:4](=[O:23])[CH:5]([C:7]1[N:8](C(OC(C)(C)C)=O)[C:9]2[C:14]([CH:15]=1)=[CH:13][CH:12]=[CH:11][CH:10]=2)[CH3:6])[CH3:2]. The catalyst is ClCCl.C(O)(C(F)(F)F)=O. The product is [NH:8]1[C:9]2[C:14](=[CH:13][CH:12]=[CH:11][CH:10]=2)[CH:15]=[C:7]1[CH:5]([CH3:6])[C:4]([O:3][CH2:1][CH3:2])=[O:23]. The yield is 0.500. (2) The reactants are [H-].[H-].[H-].[H-].[Li+].[Al+3].[OH:7][CH2:8][C@@H:9]1[CH2:14][CH2:13][CH2:12][N:11]([C:15](OC(C)(C)C)=O)[CH2:10]1.[OH-].[Na+].O. The catalyst is C1COCC1. The product is [CH3:15][N:11]1[CH2:12][CH2:13][CH2:14][C@@H:9]([CH2:8][OH:7])[CH2:10]1. The yield is 1.06. (3) The reactants are Cl.[O:2]=[C:3]1[NH:12][C:11]2[N:10]=[CH:9][C:8](/[CH:13]=[CH:14]/[C:15]([OH:17])=O)=[CH:7][C:6]=2[CH2:5][CH2:4]1.Cl.[NH:19]1[CH2:23][CH2:22][CH:21]([O:24][C:25]2[CH:26]=[N:27][CH:28]=[CH:29][CH:30]=2)[CH2:20]1.CCN(C(C)C)C(C)C.CN(C(ON1N=NC2C=CC=NC1=2)=[N+](C)C)C.F[P-](F)(F)(F)(F)F. The catalyst is CN(C=O)C. The product is [O:17]=[C:15]([N:19]1[CH2:23][CH2:22][CH:21]([O:24][C:25]2[CH:26]=[N:27][CH:28]=[CH:29][CH:30]=2)[CH2:20]1)/[CH:14]=[CH:13]/[C:8]1[CH:7]=[C:6]2[C:11](=[N:10][CH:9]=1)[NH:12][C:3](=[O:2])[CH2:4][CH2:5]2. The yield is 0.130. (4) The reactants are [Br:1][C:2]1[C:6]2[CH2:7][N:8]([C:11]([O:13][C:14]([CH3:17])([CH3:16])[CH3:15])=[O:12])[CH2:9][CH2:10][C:5]=2[NH:4][N:3]=1.C([O-])([O-])=O.[Cs+].[Cs+].CS(O[CH:29]1[CH2:34][CH2:33][N:32]([C:35](=[O:37])[CH3:36])[CH2:31][CH2:30]1)(=O)=O. The catalyst is CN(C=O)C. The product is [C:35]([N:32]1[CH2:33][CH2:34][CH:29]([N:4]2[C:5]3[CH2:10][CH2:9][N:8]([C:11]([O:13][C:14]([CH3:17])([CH3:16])[CH3:15])=[O:12])[CH2:7][C:6]=3[C:2]([Br:1])=[N:3]2)[CH2:30][CH2:31]1)(=[O:37])[CH3:36]. The yield is 0.280. (5) The reactants are Cl.[NH2:2][N:3]1[CH2:7][CH:6]([C:8]2[CH:13]=[CH:12][C:11]([CH3:14])=[C:10]([CH3:15])[CH:9]=2)[N:5]([CH2:16][CH2:17][C:18]2[CH:23]=[CH:22][C:21]([O:24][CH3:25])=[CH:20][CH:19]=2)[C:4]1=[O:26].CCN(C(C)C)C(C)C.[CH3:36][S:37](Cl)(=[O:39])=[O:38]. The catalyst is ClCCl. The product is [CH3:36][S:37]([NH:2][N:3]1[CH2:7][CH:6]([C:8]2[CH:13]=[CH:12][C:11]([CH3:14])=[C:10]([CH3:15])[CH:9]=2)[N:5]([CH2:16][CH2:17][C:18]2[CH:19]=[CH:20][C:21]([O:24][CH3:25])=[CH:22][CH:23]=2)[C:4]1=[O:26])(=[O:39])=[O:38]. The yield is 0.480. (6) The reactants are [F:1][C:2]1[CH:10]=[C:9]([F:11])[CH:8]=[CH:7][C:3]=1[C:4](Cl)=[O:5].[NH2:12][C:13]1[CH:14]=[N:15][CH:16]=[C:17]([Br:19])[CH:18]=1. The catalyst is N1C=CC=CC=1. The product is [Br:19][C:17]1[CH:18]=[C:13]([NH:12][C:4](=[O:5])[C:3]2[CH:7]=[CH:8][C:9]([F:11])=[CH:10][C:2]=2[F:1])[CH:14]=[N:15][CH:16]=1. The yield is 0.840. (7) The product is [F:8][C:7]1[CH:6]=[C:5]([N:9]2[C:18]3[C:13](=[CH:14][C:15]([S:19]([NH:22][C:23]4[CH:27]=[CH:26][O:25][N:24]=4)(=[O:21])=[O:20])=[CH:16][CH:17]=3)[CH:12]=[CH:11][C:10]2=[O:28])[C:4]([CH3:29])=[CH:3][C:2]=1[C:35]1[CH:34]=[CH:33][CH:32]=[C:31]([F:30])[CH:36]=1. The catalyst is C1C=CC([P]([Pd]([P](C2C=CC=CC=2)(C2C=CC=CC=2)C2C=CC=CC=2)([P](C2C=CC=CC=2)(C2C=CC=CC=2)C2C=CC=CC=2)[P](C2C=CC=CC=2)(C2C=CC=CC=2)C2C=CC=CC=2)(C2C=CC=CC=2)C2C=CC=CC=2)=CC=1. The reactants are Br[C:2]1[C:7]([F:8])=[CH:6][C:5]([N:9]2[C:18]3[C:13](=[CH:14][C:15]([S:19]([NH:22][C:23]4[CH:27]=[CH:26][O:25][N:24]=4)(=[O:21])=[O:20])=[CH:16][CH:17]=3)[CH:12]=[CH:11][C:10]2=[O:28])=[C:4]([CH3:29])[CH:3]=1.[F:30][C:31]1[CH:32]=[C:33](B(O)O)[CH:34]=[CH:35][CH:36]=1.C(=O)([O-])[O-].[K+].[K+]. The yield is 0.565.